The task is: Predict the reactants needed to synthesize the given product.. This data is from Full USPTO retrosynthesis dataset with 1.9M reactions from patents (1976-2016). (1) Given the product [CH2:1]([S:3]([CH2:6][CH2:7][O:8][C:9]1[CH:14]=[C:13]([CH3:15])[C:12]([C:16]2[CH:21]=[CH:20][CH:19]=[C:18]([CH2:22][NH:23][C:24]3[CH:29]=[CH:28][C:27]([CH2:30][CH2:31][C:32]([O:34][C:35]([CH3:37])([CH3:36])[CH3:38])=[O:33])=[C:26]([F:39])[CH:25]=3)[CH:17]=2)=[C:11]([CH3:52])[CH:10]=1)(=[O:4])=[O:5])[CH3:2], predict the reactants needed to synthesize it. The reactants are: [CH2:1]([S:3]([CH2:6][CH2:7][O:8][C:9]1[CH:14]=[C:13]([CH3:15])[C:12]([C:16]2[CH:21]=[CH:20][CH:19]=[C:18]([CH2:22][N:23](S(C3C=CC=CC=3[N+]([O-])=O)(=O)=O)[C:24]3[CH:29]=[CH:28][C:27]([CH2:30][CH2:31][C:32]([O:34][C:35]([CH3:38])([CH3:37])[CH3:36])=[O:33])=[C:26]([F:39])[CH:25]=3)[CH:17]=2)=[C:11]([CH3:52])[CH:10]=1)(=[O:5])=[O:4])[CH3:2].SCC(O)=O.O.[OH-].[Li+]. (2) Given the product [Br:1][C:2]1[CH:3]=[C:4]2[C:8](=[CH:9][CH:10]=1)[N:7]([C:22]([O:21][C:17]([CH3:20])([CH3:19])[CH3:18])=[O:23])[C:6]([C:11]([O:13][CH3:14])=[O:12])=[CH:5]2, predict the reactants needed to synthesize it. The reactants are: [Br:1][C:2]1[CH:3]=[C:4]2[C:8](=[CH:9][CH:10]=1)[NH:7][C:6]([C:11]([O:13][CH3:14])=[O:12])=[CH:5]2.[H-].[Na+].[C:17]([O:21][C:22](O[C:22]([O:21][C:17]([CH3:20])([CH3:19])[CH3:18])=[O:23])=[O:23])([CH3:20])([CH3:19])[CH3:18]. (3) Given the product [F:27][C:28]([F:42])([F:43])[C:29]1[CH:30]=[C:31]([NH:39][C:40](=[O:41])[N:11]([CH:8]2[CH2:7][CH2:6][CH:5]([C:1]([CH3:4])([CH3:2])[CH3:3])[CH2:10][CH2:9]2)[CH2:12][C:13]2[CH:18]=[CH:17][C:16]([CH:19]([OH:26])[CH2:20][C:21]3[N:22]=[N:23][NH:24][N:25]=3)=[CH:15][CH:14]=2)[CH:32]=[C:33]([C:35]([F:38])([F:36])[F:37])[CH:34]=1, predict the reactants needed to synthesize it. The reactants are: [C:1]([CH:5]1[CH2:10][CH2:9][CH:8]([NH:11][CH2:12][C:13]2[CH:18]=[CH:17][C:16]([CH:19]([OH:26])[CH2:20][C:21]3[N:22]=[N:23][NH:24][N:25]=3)=[CH:15][CH:14]=2)[CH2:7][CH2:6]1)([CH3:4])([CH3:3])[CH3:2].[F:27][C:28]([F:43])([F:42])[C:29]1[CH:30]=[C:31]([N:39]=[C:40]=[O:41])[CH:32]=[C:33]([C:35]([F:38])([F:37])[F:36])[CH:34]=1. (4) Given the product [Cl:1][C:2]1[CH:10]=[CH:9][CH:8]=[C:7]([C:11]([F:12])([F:13])[F:14])[C:3]=1[C:4]([O:6][CH3:15])=[O:5], predict the reactants needed to synthesize it. The reactants are: [Cl:1][C:2]1[CH:10]=[CH:9][CH:8]=[C:7]([C:11]([F:14])([F:13])[F:12])[C:3]=1[C:4]([OH:6])=[O:5].[C:15](Cl)(C(Cl)=O)=O.CO. (5) Given the product [OH:1][CH:2]1[CH2:7][CH2:6][CH:5]([N:8]2[C:13](=[O:14])[C:12]([CH2:15][C:16]3[CH:17]=[CH:18][C:19]([C:22]4[CH:27]=[CH:26][CH:25]=[CH:24][C:23]=4[C:28]4[NH:32][C:31](=[O:33])[O:30][N:29]=4)=[CH:20][CH:21]=3)=[C:11]([CH2:34][CH2:35][CH3:36])[N:10]3[N:37]=[CH:38][N:39]=[C:9]23)[CH2:4][CH2:3]1, predict the reactants needed to synthesize it. The reactants are: [O:1]=[C:2]1[CH2:7][CH2:6][CH:5]([N:8]2[C:13](=[O:14])[C:12]([CH2:15][C:16]3[CH:21]=[CH:20][C:19]([C:22]4[CH:27]=[CH:26][CH:25]=[CH:24][C:23]=4[C:28]4[NH:32][C:31](=[O:33])[O:30][N:29]=4)=[CH:18][CH:17]=3)=[C:11]([CH2:34][CH2:35][CH3:36])[N:10]3[N:37]=[CH:38][N:39]=[C:9]23)[CH2:4][CH2:3]1.[BH4-].[Na+]. (6) Given the product [CH2:15]([O:14][C:12](=[O:13])[CH2:11][O:9][C:3]1[CH:4]=[CH:5][C:6]([I:8])=[CH:7][C:2]=1[F:1])[CH3:16], predict the reactants needed to synthesize it. The reactants are: [F:1][C:2]1[CH:7]=[C:6]([I:8])[CH:5]=[CH:4][C:3]=1[OH:9].Br[CH2:11][C:12]([O:14][CH2:15][CH3:16])=[O:13].C(=O)([O-])[O-].[K+].[K+]. (7) Given the product [F:1][C:2]1[CH:3]=[C:4]([CH:7]=[C:8]([N+:10]([O-:12])=[O:11])[CH:9]=1)/[CH:5]=[N:17]/[CH2:16][CH:15]([O:18][CH3:19])[O:14][CH3:13], predict the reactants needed to synthesize it. The reactants are: [F:1][C:2]1[CH:3]=[C:4]([CH:7]=[C:8]([N+:10]([O-:12])=[O:11])[CH:9]=1)[CH:5]=O.[CH3:13][O:14][CH:15]([O:18][CH3:19])[CH2:16][NH2:17]. (8) The reactants are: [CH2:1]([S:3][CH:4]([S:12][CH2:13][CH3:14])[C:5](F)([F:10])[C:6]([F:9])([F:8])[F:7])[CH3:2]. Given the product [CH2:13]([S:12][C:4]([S:3][CH2:1][CH3:2])=[C:5]([F:10])[C:6]([F:7])([F:8])[F:9])[CH3:14], predict the reactants needed to synthesize it. (9) Given the product [NH2:9][C:3]1[N:4]=[CH:5][N:6]=[C:7]([NH:26][CH2:27][C@@H:28]2[CH2:33][CH2:32][N:31]([C:34](=[O:36])[C:42]#[C:43][CH3:44])[CH2:30][C@H:29]2[OH:41])[C:2]=1[C:20]1[CH:21]=[CH:22][C:17]([O:10][C:11]2[CH:16]=[CH:15][CH:14]=[CH:13][CH:12]=2)=[CH:18][CH:19]=1, predict the reactants needed to synthesize it. The reactants are: Cl[C:2]1[C:3]([NH2:9])=[N:4][CH:5]=[N:6][C:7]=1Cl.[O:10]([C:17]1[CH:22]=[CH:21][C:20](B(O)O)=[CH:19][CH:18]=1)[C:11]1[CH:16]=[CH:15][CH:14]=[CH:13][CH:12]=1.[NH2:26][CH2:27][C@@H:28]1[CH2:33][CH2:32][N:31]([C:34]([O:36]C(C)(C)C)=O)[CH2:30][C@H:29]1[OH:41].[C:42](O)(=O)[C:43]#[C:44]C.